From a dataset of Full USPTO retrosynthesis dataset with 1.9M reactions from patents (1976-2016). Predict the reactants needed to synthesize the given product. (1) Given the product [Cl:15][C:16]1[CH:17]=[C:18]([CH:19]=[CH:20][CH:21]=1)[CH2:22][O:1][C:2]1[N:6]([C:7]2[CH:12]=[C:11]([C:13]#[N:14])[CH:10]=[CH:9][N:8]=2)[N:5]=[CH:4][CH:3]=1, predict the reactants needed to synthesize it. The reactants are: [OH:1][C:2]1[N:6]([C:7]2[CH:12]=[C:11]([C:13]#[N:14])[CH:10]=[CH:9][N:8]=2)[N:5]=[CH:4][CH:3]=1.[Cl:15][C:16]1[CH:17]=[C:18]([CH2:22]O)[CH:19]=[CH:20][CH:21]=1. (2) Given the product [CH2:1]([O:8][C:9]1[CH:14]=[C:13]([O:15][CH2:16][C:17]2[CH:22]=[CH:21][CH:20]=[CH:19][CH:18]=2)[CH:12]=[C:11]([O:23][C:34]2[CH:39]=[CH:38][C:37]([N+:40]([O-:42])=[O:41])=[CH:36][CH:35]=2)[C:10]=1[C:24](=[O:26])[CH3:25])[C:2]1[CH:7]=[CH:6][CH:5]=[CH:4][CH:3]=1, predict the reactants needed to synthesize it. The reactants are: [CH2:1]([O:8][C:9]1[CH:14]=[C:13]([O:15][CH2:16][C:17]2[CH:22]=[CH:21][CH:20]=[CH:19][CH:18]=2)[CH:12]=[C:11]([OH:23])[C:10]=1[C:24](=[O:26])[CH3:25])[C:2]1[CH:7]=[CH:6][CH:5]=[CH:4][CH:3]=1.C(=O)([O-])[O-].[K+].[K+].F[C:34]1[CH:39]=[CH:38][C:37]([N+:40]([O-:42])=[O:41])=[CH:36][CH:35]=1. (3) Given the product [CH3:4][CH:8]([CH3:9])[CH2:7][NH:3][C:4]1[S:5][C:6]([CH2:14][C:15]2[C:24]3[C:19](=[CH:20][CH:21]=[CH:22][CH:23]=3)[CH:18]=[CH:17][CH:16]=2)=[CH:7][C:8]=1[C:9]([O:11][CH2:12][CH3:13])=[O:10], predict the reactants needed to synthesize it. The reactants are: [BH4-].[Na+].[NH2:3][C:4]1[S:5][C:6]([CH2:14][C:15]2[C:24]3[C:19](=[CH:20][CH:21]=[CH:22][CH:23]=3)[CH:18]=[CH:17][CH:16]=2)=[CH:7][C:8]=1[C:9]([O:11][CH2:12][CH3:13])=[O:10].O.C(=O)(O)[O-].[Na+]. (4) Given the product [I:1][C:2]1[CH:7]=[CH:6][N:5]([CH:9]([CH3:11])[CH3:10])[C:4](=[O:8])[CH:3]=1, predict the reactants needed to synthesize it. The reactants are: [I:1][C:2]1[CH:7]=[CH:6][NH:5][C:4](=[O:8])[CH:3]=1.[CH:9](I)([CH3:11])[CH3:10]. (5) Given the product [Si:1]([O:8][CH2:9][CH2:10][C:11]1[CH:16]=[CH:15][C:14]([Cl:17])=[CH:13][C:12]=1[C@H:18]([C:20]1[CH:24]=[C:23]([CH:25]2[O:29][CH2:28][CH2:27][O:26]2)[S:22][C:21]=1[CH3:30])[OH:19])([C:4]([CH3:7])([CH3:6])[CH3:5])([CH3:2])[CH3:3], predict the reactants needed to synthesize it. The reactants are: [Si:1]([O:8][CH2:9][CH2:10][C:11]1[CH:16]=[CH:15][C:14]([Cl:17])=[CH:13][C:12]=1[C:18]([C:20]1[CH:24]=[C:23]([CH:25]2[O:29][CH2:28][CH2:27][O:26]2)[S:22][C:21]=1[CH3:30])=[O:19])([C:4]([CH3:7])([CH3:6])[CH3:5])([CH3:3])[CH3:2].C1(C)C=CC=CC=1.